Predict the reaction yield, written as a fraction of the theoretical maximum amount of product (1.0 means a 100% yield; for example, 0.34 means a 34% yield). From a dataset of Reaction yield outcomes from USPTO patents with 853,638 reactions. (1) The catalyst is C(O)C.C(OCC)C. The yield is 0.660. The reactants are [C:1]([O:8][CH2:9][CH3:10])(=[O:7])[C:2]([O:4]CC)=O.[CH2:11]([O:18][C:19]1[CH:20]=[CH:21][C:22]([C:25](=[O:27])[CH3:26])=[N:23][CH:24]=1)[C:12]1[CH:17]=[CH:16][CH:15]=[CH:14][CH:13]=1.[O-]CC.[Na+].O. The product is [CH2:11]([O:18][C:19]1[CH:20]=[CH:21][C:22]([C:25](=[O:27])[CH2:26][C:2](=[O:4])[C:1]([O:8][CH2:9][CH3:10])=[O:7])=[N:23][CH:24]=1)[C:12]1[CH:13]=[CH:14][CH:15]=[CH:16][CH:17]=1. (2) The yield is 0.360. The catalyst is CN(C)C=O. The product is [CH3:2][CH:3]1[CH2:4][N:5]([C:9]2[CH:14]=[CH:13][CH:12]=[CH:11][N:10]=2)[CH2:6][CH2:7][N:8]1[CH2:16][C:17]1[NH:21][C:20]2[CH:22]=[CH:23][CH:24]=[CH:25][C:19]=2[N:18]=1. The reactants are Br.[CH3:2][CH:3]1[NH:8][CH2:7][CH2:6][N:5]([C:9]2[CH:14]=[CH:13][CH:12]=[CH:11][N:10]=2)[CH2:4]1.Cl[CH2:16][C:17]1[NH:21][C:20]2[CH:22]=[CH:23][CH:24]=[CH:25][C:19]=2[N:18]=1.C(=O)([O-])[O-].[Cs+].[Cs+]. (3) The reactants are [N:1]1([CH:7]2[CH2:12][CH2:11][N:10]([C:13](=[O:54])[C@H:14]([NH:34][C:35]([N:37]3[CH2:42][CH2:41][CH:40]([N:43]4[CH2:52][C:51]5[C:46](=[CH:47][CH:48]=[CH:49][CH:50]=5)[NH:45][C:44]4=[O:53])[CH2:39][CH2:38]3)=[O:36])[CH2:15][C:16]3[CH:17]=[C:18]4[C:22](=[CH:23][CH:24]=3)[N:21](S(CC[Si](C)(C)C)(=O)=O)[N:20]=[CH:19]4)[CH2:9][CH2:8]2)[CH2:6][CH2:5][CH2:4][CH2:3][CH2:2]1.[F-].[Cs+]. The catalyst is C(#N)C. The product is [N:1]1([CH:7]2[CH2:8][CH2:9][N:10]([C:13](=[O:54])[C@H:14]([NH:34][C:35]([N:37]3[CH2:38][CH2:39][CH:40]([N:43]4[CH2:52][C:51]5[C:46](=[CH:47][CH:48]=[CH:49][CH:50]=5)[NH:45][C:44]4=[O:53])[CH2:41][CH2:42]3)=[O:36])[CH2:15][C:16]3[CH:17]=[C:18]4[C:22](=[CH:23][CH:24]=3)[NH:21][N:20]=[CH:19]4)[CH2:11][CH2:12]2)[CH2:2][CH2:3][CH2:4][CH2:5][CH2:6]1. The yield is 0.630.